This data is from Full USPTO retrosynthesis dataset with 1.9M reactions from patents (1976-2016). The task is: Predict the reactants needed to synthesize the given product. Given the product [NH2:20][C:13]1[N:14]=[CH:15][C:16]([CH:18]2[CH2:19][CH:23]2[C:24]([O:26][CH2:27][CH3:28])=[O:25])=[N:17][C:12]=1[C:10]1[O:11][C:7]([C:1]2[CH:6]=[CH:5][CH:4]=[CH:3][CH:2]=2)=[N:8][N:9]=1, predict the reactants needed to synthesize it. The reactants are: [C:1]1([C:7]2[O:11][C:10]([C:12]3[C:13]([NH2:20])=[N:14][CH:15]=[C:16]([CH:18]=[CH2:19])[N:17]=3)=[N:9][N:8]=2)[CH:6]=[CH:5][CH:4]=[CH:3][CH:2]=1.[N+](=[CH:23][C:24]([O:26][CH2:27][CH3:28])=[O:25])=[N-].